From a dataset of Forward reaction prediction with 1.9M reactions from USPTO patents (1976-2016). Predict the product of the given reaction. (1) Given the reactants [S:1]1[CH2:5][CH2:4][CH2:3][CH2:2]1.[Br:6][CH:7](Br)[C:8](=[O:10])[CH3:9], predict the reaction product. The product is: [Br-:6].[Br-:6].[O:10]=[C:8]([CH2:7][S+:1]1[CH2:5][CH2:4][CH2:3][CH2:2]1)[CH2:9][S+:1]1[CH2:5][CH2:4][CH2:3][CH2:2]1. (2) Given the reactants [CH2:1]([N:3]1[C:9](=[O:10])[C:8]([CH3:12])([CH3:11])[C:7](=[O:13])[N:6]([CH3:14])[C:5]2[CH:15]=[C:16]([CH2:19][NH:20][CH2:21][CH2:22][C:23]3[CH:24]=[N:25][CH:26]=[CH:27][CH:28]=3)[CH:17]=[CH:18][C:4]1=2)[CH3:2].[C:29]1([C:35]([CH3:40])([CH3:39])[C:36](O)=[O:37])[CH:34]=[CH:33][CH:32]=[CH:31][CH:30]=1.C(N(C(C)C)CC)(C)C.F[P-](F)(F)(F)(F)F.N1(OC(N(C)C)=[N+](C)C)C2N=CC=CC=2N=N1.[ClH:74], predict the reaction product. The product is: [ClH:74].[CH2:1]([N:3]1[C:9](=[O:10])[C:8]([CH3:12])([CH3:11])[C:7](=[O:13])[N:6]([CH3:14])[C:5]2[CH:15]=[C:16]([CH2:19][N:20]([CH2:21][CH2:22][C:23]3[CH:24]=[N:25][CH:26]=[CH:27][CH:28]=3)[C:36](=[O:37])[C:35]([C:29]3[CH:34]=[CH:33][CH:32]=[CH:31][CH:30]=3)([CH3:40])[CH3:39])[CH:17]=[CH:18][C:4]1=2)[CH3:2]. (3) Given the reactants C(=O)([O-])[O-].[K+].[K+].C[Si]([C:11]#[C:12][C:13]1[CH:14]=[C:15]([CH:19]=[CH:20][CH:21]=1)[C:16]([NH2:18])=[O:17])(C)C.O.CCOC(C)=O, predict the reaction product. The product is: [C:12]([C:13]1[CH:14]=[C:15]([CH:19]=[CH:20][CH:21]=1)[C:16]([NH2:18])=[O:17])#[CH:11]. (4) Given the reactants [CH3:1][C:2]1[CH:7]=[C:6]([N+:8]([O-:10])=[O:9])[CH:5]=[CH:4][C:3]=1[OH:11].[CH3:12][N:13]([CH3:17])[CH2:14][CH2:15]Cl.C(=O)([O-])[O-].[K+].[K+], predict the reaction product. The product is: [CH3:12][N:13]([CH2:14][CH2:15][O:11][C:3]1[CH:4]=[CH:5][C:6]([N+:8]([O-:10])=[O:9])=[CH:7][C:2]=1[CH3:1])[CH3:17]. (5) Given the reactants Cl[C:2]1[N:7]=[CH:6][C:5]2[C:8]([N:30]([CH2:40][C:41]3[CH:46]=[CH:45][C:44]([O:47][CH3:48])=[CH:43][CH:42]=3)[CH2:31][C:32]3[CH:37]=[CH:36][C:35]([O:38][CH3:39])=[CH:34][CH:33]=3)=[N:9][N:10]([C:11]([C:24]3[CH:29]=[CH:28][CH:27]=[CH:26][CH:25]=3)([C:18]3[CH:23]=[CH:22][CH:21]=[CH:20][CH:19]=3)[C:12]3[CH:17]=[CH:16][CH:15]=[CH:14][CH:13]=3)[C:4]=2[CH:3]=1.[C:49](=[O:56])([O:51][C:52]([CH3:55])([CH3:54])[CH3:53])[NH2:50].CC(C1C=C(C(C)C)C(C2C(P(C3CCCCC3)C3CCCCC3)=C(OC)C=CC=2OC)=C(C(C)C)C=1)C.C([O-])([O-])=O.[Cs+].[Cs+], predict the reaction product. The product is: [CH3:48][O:47][C:44]1[CH:45]=[CH:46][C:41]([CH2:40][N:30]([CH2:31][C:32]2[CH:33]=[CH:34][C:35]([O:38][CH3:39])=[CH:36][CH:37]=2)[C:8]2[C:5]3[CH:6]=[N:7][C:2]([NH:50][C:49](=[O:56])[O:51][C:52]([CH3:55])([CH3:54])[CH3:53])=[CH:3][C:4]=3[N:10]([C:11]([C:12]3[CH:17]=[CH:16][CH:15]=[CH:14][CH:13]=3)([C:18]3[CH:23]=[CH:22][CH:21]=[CH:20][CH:19]=3)[C:24]3[CH:29]=[CH:28][CH:27]=[CH:26][CH:25]=3)[N:9]=2)=[CH:42][CH:43]=1. (6) Given the reactants [S:1]1[CH:5]=[CH:4][CH:3]=[C:2]1[CH2:6][N:7]1[CH2:12][CH2:11][NH:10][CH2:9][CH2:8]1.Cl[C:14]1[CH:15]=[CH:16][C:17]2[N:18]([C:20]([C:23]([Cl:26])([F:25])[F:24])=[N:21][N:22]=2)[N:19]=1, predict the reaction product. The product is: [Cl:26][C:23]([F:24])([F:25])[C:20]1[N:18]2[N:19]=[C:14]([N:10]3[CH2:9][CH2:8][N:7]([CH2:6][C:2]4[S:1][CH:5]=[CH:4][CH:3]=4)[CH2:12][CH2:11]3)[CH:15]=[CH:16][C:17]2=[N:22][N:21]=1. (7) Given the reactants [OH:1][C:2]1[C:7](=[O:8])[N:6]2[CH2:9][C:10](=[O:13])[N:11]([CH3:12])[C:5]2=[N:4][C:3]=1[C:14]([O:16]CC)=O.[CH3:19][C:20]1[CH:21]=[C:22]([CH:25]=[CH:26][C:27]=1[CH3:28])[CH2:23][NH2:24], predict the reaction product. The product is: [CH3:19][C:20]1[CH:21]=[C:22]([CH:25]=[CH:26][C:27]=1[CH3:28])[CH2:23][NH:24][C:14]([C:3]1[N:4]=[C:5]2[N:11]([CH3:12])[C:10](=[O:13])[CH2:9][N:6]2[C:7](=[O:8])[C:2]=1[OH:1])=[O:16]. (8) Given the reactants I([O-])(=O)(=O)=O.[Na+].[CH3:7][O:8][C:9]1[CH:35]=[CH:34][C:12]([CH2:13][N:14]2[C:23]3[C:18](=[CH:19][C:20]([B:24]4[O:28]C(C)(C)C(C)(C)[O:25]4)=[CH:21][CH:22]=3)[CH:17]=[CH:16][C:15]2=[O:33])=[CH:11][CH:10]=1.Cl, predict the reaction product. The product is: [CH3:7][O:8][C:9]1[CH:10]=[CH:11][C:12]([CH2:13][N:14]2[C:23]3[C:18](=[CH:19][C:20]([B:24]([OH:28])[OH:25])=[CH:21][CH:22]=3)[CH:17]=[CH:16][C:15]2=[O:33])=[CH:34][CH:35]=1. (9) Given the reactants [CH3:1][C:2]1[CH:22]=[CH:21][C:5]2[N:6]=[C:7]([C:11]3[CH:16]=[CH:15][CH:14]=[CH:13][C:12]=3[O:17]C(=O)C)O[C:9](=[O:10])[C:4]=2[CH:3]=1.[F:23][C:24]1[CH:25]=[C:26]([CH2:30][CH2:31][NH2:32])[CH:27]=[CH:28][CH:29]=1, predict the reaction product. The product is: [F:23][C:24]1[CH:25]=[C:26]([CH2:30][CH2:31][N:32]2[C:9](=[O:10])[C:4]3[C:5](=[CH:21][CH:22]=[C:2]([CH3:1])[CH:3]=3)[N:6]=[C:7]2[C:11]2[CH:16]=[CH:15][CH:14]=[CH:13][C:12]=2[OH:17])[CH:27]=[CH:28][CH:29]=1. (10) The product is: [F:19][N:5]([C:6]([C:15]([F:16])([F:17])[F:18])([C:7]([F:8])([F:9])[F:10])[C:11]([F:12])([F:13])[F:14])[C@:4]([F:34])([C:3]([OH:35])=[O:2])[C:20]([F:33])([F:32])[C:21]([F:31])([F:30])[OH:22]. Given the reactants C[O:2][C:3](=[O:35])[C@:4]([F:34])([C:20]([F:33])([F:32])[C:21]([F:31])([F:30])[O:22]C(OC(C)(C)C)=O)[N:5]([F:19])[C:6]([C:15]([F:18])([F:17])[F:16])([C:11]([F:14])([F:13])[F:12])[C:7]([F:10])([F:9])[F:8].[Li+].[OH-].Cl, predict the reaction product.